From a dataset of NCI-60 drug combinations with 297,098 pairs across 59 cell lines. Regression. Given two drug SMILES strings and cell line genomic features, predict the synergy score measuring deviation from expected non-interaction effect. (1) Synergy scores: CSS=0.905, Synergy_ZIP=-0.218, Synergy_Bliss=0.454, Synergy_Loewe=-0.891, Synergy_HSA=0.225. Drug 1: CC(C)NC(=O)C1=CC=C(C=C1)CNNC.Cl. Drug 2: C1CN(P(=O)(OC1)NCCCl)CCCl. Cell line: 786-0. (2) Drug 1: CC1C(C(CC(O1)OC2CC(CC3=C2C(=C4C(=C3O)C(=O)C5=C(C4=O)C(=CC=C5)OC)O)(C(=O)C)O)N)O.Cl. Drug 2: C1=NC2=C(N1)C(=S)N=C(N2)N. Cell line: UACC62. Synergy scores: CSS=36.4, Synergy_ZIP=-3.93, Synergy_Bliss=2.19, Synergy_Loewe=0.448, Synergy_HSA=5.24. (3) Drug 1: C1=NC2=C(N=C(N=C2N1C3C(C(C(O3)CO)O)O)F)N. Drug 2: CCCCCOC(=O)NC1=NC(=O)N(C=C1F)C2C(C(C(O2)C)O)O. Cell line: SK-MEL-5. Synergy scores: CSS=2.54, Synergy_ZIP=-1.80, Synergy_Bliss=0.588, Synergy_Loewe=0.625, Synergy_HSA=1.23. (4) Drug 1: CN1C2=C(C=C(C=C2)N(CCCl)CCCl)N=C1CCCC(=O)O.Cl. Drug 2: CCC1(C2=C(COC1=O)C(=O)N3CC4=CC5=C(C=CC(=C5CN(C)C)O)N=C4C3=C2)O.Cl. Cell line: SF-295. Synergy scores: CSS=43.1, Synergy_ZIP=1.80, Synergy_Bliss=3.68, Synergy_Loewe=-25.2, Synergy_HSA=3.29. (5) Drug 1: CS(=O)(=O)C1=CC(=C(C=C1)C(=O)NC2=CC(=C(C=C2)Cl)C3=CC=CC=N3)Cl. Drug 2: CCCCC(=O)OCC(=O)C1(CC(C2=C(C1)C(=C3C(=C2O)C(=O)C4=C(C3=O)C=CC=C4OC)O)OC5CC(C(C(O5)C)O)NC(=O)C(F)(F)F)O. Cell line: HOP-62. Synergy scores: CSS=8.09, Synergy_ZIP=1.75, Synergy_Bliss=5.58, Synergy_Loewe=4.28, Synergy_HSA=4.24. (6) Drug 1: CCC1(CC2CC(C3=C(CCN(C2)C1)C4=CC=CC=C4N3)(C5=C(C=C6C(=C5)C78CCN9C7C(C=CC9)(C(C(C8N6C=O)(C(=O)OC)O)OC(=O)C)CC)OC)C(=O)OC)O.OS(=O)(=O)O. Drug 2: CC1=C2C(C(=O)C3(C(CC4C(C3C(C(C2(C)C)(CC1OC(=O)C(C(C5=CC=CC=C5)NC(=O)OC(C)(C)C)O)O)OC(=O)C6=CC=CC=C6)(CO4)OC(=O)C)O)C)O. Cell line: HCT-15. Synergy scores: CSS=-1.33, Synergy_ZIP=3.24, Synergy_Bliss=3.54, Synergy_Loewe=-2.67, Synergy_HSA=-2.89. (7) Drug 1: CC1=C(C(CCC1)(C)C)C=CC(=CC=CC(=CC(=O)O)C)C. Drug 2: C1C(C(OC1N2C=NC(=NC2=O)N)CO)O. Cell line: A549. Synergy scores: CSS=14.0, Synergy_ZIP=-5.20, Synergy_Bliss=2.38, Synergy_Loewe=0.0824, Synergy_HSA=1.30. (8) Drug 1: CC1=C(C=C(C=C1)NC(=O)C2=CC=C(C=C2)CN3CCN(CC3)C)NC4=NC=CC(=N4)C5=CN=CC=C5. Drug 2: CC(C)CN1C=NC2=C1C3=CC=CC=C3N=C2N. Cell line: TK-10. Synergy scores: CSS=-0.347, Synergy_ZIP=-1.33, Synergy_Bliss=-2.74, Synergy_Loewe=-1.16, Synergy_HSA=-1.45.